This data is from Catalyst prediction with 721,799 reactions and 888 catalyst types from USPTO. The task is: Predict which catalyst facilitates the given reaction. (1) Reactant: [CH3:1][C:2]1[CH:3]=[C:4]([C:13]2[N:14]=[C:15]([NH2:18])[S:16][CH:17]=2)[CH:5]=[C:6]([O:8][C:9]([F:12])([F:11])[F:10])[CH:7]=1.[CH2:19]([O:21][C:22]([CH:24]1[CH2:29][CH2:28][N:27]([C:30]2[N:31]=[CH:32][C:33]([C:36](O)=[O:37])=[N:34][CH:35]=2)[CH2:26][CH2:25]1)=[O:23])[CH3:20].F[P-](F)(F)(F)(F)F.C(/C(=N/OC(N1CCOCC1)=[N+](C)C)/C(OCC)=O)#N.C(N(C(C)C)CC)(C)C. Product: [CH3:1][C:2]1[CH:3]=[C:4]([C:13]2[N:14]=[C:15]([NH:18][C:36]([C:33]3[N:34]=[CH:35][C:30]([N:27]4[CH2:28][CH2:29][CH:24]([C:22]([O:21][CH2:19][CH3:20])=[O:23])[CH2:25][CH2:26]4)=[N:31][CH:32]=3)=[O:37])[S:16][CH:17]=2)[CH:5]=[C:6]([O:8][C:9]([F:10])([F:11])[F:12])[CH:7]=1. The catalyst class is: 434. (2) Reactant: [C:1]([NH:4][C:5]1[CH:31]=[CH:30][CH:29]=[C:7]2[C:8]([N:10]([CH:13]([C:18]3[CH:23]=[CH:22][C:21]([O:24][CH3:25])=[C:20]([O:26][CH2:27][CH3:28])[CH:19]=3)[CH2:14][C:15]([OH:17])=O)[C:11](=[O:12])[C:6]=12)=[O:9])(=[O:3])[CH3:2].C(N1C=CN=C1)(N1C=CN=C1)=O.Cl.[NH2:45][OH:46].O. Product: [C:1]([NH:4][C:5]1[CH:31]=[CH:30][CH:29]=[C:7]2[C:8]([N:10]([CH:13]([C:18]3[CH:23]=[CH:22][C:21]([O:24][CH3:25])=[C:20]([O:26][CH2:27][CH3:28])[CH:19]=3)[CH2:14][C:15]([NH:45][OH:46])=[O:17])[C:11](=[O:12])[C:6]=12)=[O:9])(=[O:3])[CH3:2]. The catalyst class is: 1. (3) Reactant: C[O:2][C:3](=[O:32])[CH2:4][C@:5]1([CH2:29][CH2:30][CH3:31])[C:10]2[NH:11][C:12]3[C:17]([C:9]=2[CH2:8][CH2:7][O:6]1)=[C:16]([C:18]#[N:19])[CH:15]=[C:14]([O:20][CH2:21][C:22]1[S:23][C:24]([CH3:27])=[N:25][N:26]=1)[C:13]=3[CH3:28].CCO.[OH-].[Na+]. Product: [C:18]([C:16]1[CH:15]=[C:14]([O:20][CH2:21][C:22]2[S:23][C:24]([CH3:27])=[N:25][N:26]=2)[C:13]([CH3:28])=[C:12]2[C:17]=1[C:9]1[CH2:8][CH2:7][O:6][C@@:5]([CH2:4][C:3]([OH:32])=[O:2])([CH2:29][CH2:30][CH3:31])[C:10]=1[NH:11]2)#[N:19]. The catalyst class is: 6. (4) Reactant: [NH2:1][C@H:2]([C@@H:10]([OH:28])[CH2:11][C@@H:12]([NH:20][C:21]([O:23][C:24]([CH3:27])([CH3:26])[CH3:25])=[O:22])[CH2:13][C:14]1[CH:19]=[CH:18][CH:17]=[CH:16][CH:15]=1)[CH2:3][C:4]1[CH:9]=[CH:8][CH:7]=[CH:6][CH:5]=1.C([O-])(=O)CCC([O-])=O.C([O-])(O)=O.[Na+].[CH3:42][C:43]1[CH:53]=[CH:52][CH:51]=[C:50]([CH3:54])[C:44]=1[O:45][CH2:46][C:47](Cl)=[O:48]. Product: [CH3:42][C:43]1[CH:53]=[CH:52][CH:51]=[C:50]([CH3:54])[C:44]=1[O:45][CH2:46][C:47]([NH:1][C@H:2]([C@@H:10]([OH:28])[CH2:11][C@@H:12]([NH:20][C:21]([O:23][C:24]([CH3:25])([CH3:27])[CH3:26])=[O:22])[CH2:13][C:14]1[CH:15]=[CH:16][CH:17]=[CH:18][CH:19]=1)[CH2:3][C:4]1[CH:5]=[CH:6][CH:7]=[CH:8][CH:9]=1)=[O:48]. The catalyst class is: 25.